This data is from Full USPTO retrosynthesis dataset with 1.9M reactions from patents (1976-2016). The task is: Predict the reactants needed to synthesize the given product. (1) The reactants are: [Br:1][C:2]1[CH:7]=[C:6]([O:8][CH3:9])[CH:5]=[CH:4][C:3]=1[O:10][CH3:11].[C:12](Cl)(=[O:19])[C:13]1[CH:18]=[CH:17][CH:16]=[CH:15][CH:14]=1.OS(C(F)(F)F)(=O)=O.[OH-].[Na+]. Given the product [Br:1][C:2]1[C:3]([O:10][CH3:11])=[CH:4][C:5]([C:12]([C:13]2[CH:18]=[CH:17][CH:16]=[CH:15][CH:14]=2)=[O:19])=[C:6]([O:8][CH3:9])[CH:7]=1, predict the reactants needed to synthesize it. (2) Given the product [CH2:3]([O:7][C:9]1[CH:14]=[C:13]([CH:15]([C:17]2[CH:22]=[CH:21][CH:20]=[C:19]([F:23])[CH:18]=2)[CH3:16])[N:12]=[CH:11][N:10]=1)[C:4]#[C:5][CH3:6], predict the reactants needed to synthesize it. The reactants are: [H-].[Na+].[CH2:3]([OH:7])[C:4]#[C:5][CH3:6].Cl[C:9]1[CH:14]=[C:13]([CH:15]([C:17]2[CH:22]=[CH:21][CH:20]=[C:19]([F:23])[CH:18]=2)[CH3:16])[N:12]=[CH:11][N:10]=1.[Cl-].[NH4+]. (3) The reactants are: CC(C[AlH]CC(C)C)C.[C:10]([O:14][C:15]([N:17]1[CH2:22][CH2:21][C:20]([CH2:25][O:26][CH2:27][C:28]2[CH:33]=[CH:32][CH:31]=[CH:30][CH:29]=2)([C:23]#N)[CH2:19][CH2:18]1)=[O:16])([CH3:13])([CH3:12])[CH3:11].C([O:36]CC)C. Given the product [C:10]([O:14][C:15]([N:17]1[CH2:22][CH2:21][C:20]([CH2:25][O:26][CH2:27][C:28]2[CH:33]=[CH:32][CH:31]=[CH:30][CH:29]=2)([CH:23]=[O:36])[CH2:19][CH2:18]1)=[O:16])([CH3:13])([CH3:12])[CH3:11], predict the reactants needed to synthesize it.